Dataset: Peptide-MHC class I binding affinity with 185,985 pairs from IEDB/IMGT. Task: Regression. Given a peptide amino acid sequence and an MHC pseudo amino acid sequence, predict their binding affinity value. This is MHC class I binding data. (1) The peptide sequence is QAKWRLQTL. The MHC is HLA-A68:01 with pseudo-sequence HLA-A68:01. The binding affinity (normalized) is 0. (2) The peptide sequence is SQRVEFLEY. The MHC is HLA-A03:01 with pseudo-sequence HLA-A03:01. The binding affinity (normalized) is 0.0847.